Predict which catalyst facilitates the given reaction. From a dataset of Catalyst prediction with 721,799 reactions and 888 catalyst types from USPTO. (1) Reactant: [Cl:1][S:2]([OH:5])(=O)=[O:3].[C:6]([NH:9][C:10]1[C:11]([CH3:16])=[CH:12][CH:13]=[CH:14][CH:15]=1)(=[O:8])[CH3:7].COCC(NC1C=CC=CC=1)=O. Product: [C:6]([NH:9][C:10]1[CH:15]=[C:14]([S:2]([Cl:1])(=[O:5])=[O:3])[CH:13]=[CH:12][C:11]=1[CH3:16])(=[O:8])[CH3:7]. The catalyst class is: 48. (2) Product: [CH2:12]([O:11][C:8]1([C:5]2[CH:6]=[CH:7][C:2]([C:24]#[C:23][Si:20]([CH3:22])([CH3:21])[CH3:19])=[CH:3][CH:4]=2)[CH2:10][CH2:9]1)[C:13]1[CH:18]=[CH:17][CH:16]=[CH:15][CH:14]=1. The catalyst class is: 337. Reactant: Br[C:2]1[CH:7]=[CH:6][C:5]([C:8]2([O:11][CH2:12][C:13]3[CH:18]=[CH:17][CH:16]=[CH:15][CH:14]=3)[CH2:10][CH2:9]2)=[CH:4][CH:3]=1.[CH3:19][Si:20]([C:23]#[CH:24])([CH3:22])[CH3:21]. (3) Reactant: [CH3:1][O:2][C:3]([C:5]1[N:6]=[C:7]([CH2:10][NH:11][CH2:12][C:13]2[CH:18]=[CH:17][C:16]([O:19][CH2:20][C:21]3[CH:26]=[CH:25][CH:24]=[CH:23][CH:22]=3)=[CH:15][CH:14]=2)[S:8][CH:9]=1)=[O:4].[C:27](=O)([O-])[O-].[K+].[K+].[F:33][C:34]1[CH:42]=[CH:41][C:37]([C:38](Cl)=[O:39])=[CH:36][CH:35]=1. Product: [CH2:1]([O:2][C:3]([C:5]1[N:6]=[C:7]([CH2:10][N:11]([CH2:12][C:13]2[CH:18]=[CH:17][C:16]([O:19][CH2:20][C:21]3[CH:26]=[CH:25][CH:24]=[CH:23][CH:22]=3)=[CH:15][CH:14]=2)[C:38](=[O:39])[C:37]2[CH:41]=[CH:42][C:34]([F:33])=[CH:35][CH:36]=2)[S:8][CH:9]=1)=[O:4])[CH3:27]. The catalyst class is: 4. (4) Reactant: [CH3:1][O:2][C:3]1[CH:4]=[C:5]2[C:9](=[CH:10][CH:11]=1)[NH:8][CH:7]=[CH:6]2.[Br:12]Br.C(N(CC)CC)C.[C:21]([O:25][C:26]([O:28]C(OC(C)(C)C)=O)=O)([CH3:24])([CH3:23])[CH3:22]. Product: [C:21]([O:25][C:26]([N:8]1[C:9]2[C:5](=[CH:4][C:3]([O:2][CH3:1])=[CH:11][CH:10]=2)[C:6]([Br:12])=[CH:7]1)=[O:28])([CH3:24])([CH3:23])[CH3:22]. The catalyst class is: 546. (5) Reactant: Cl[CH2:2][CH2:3][O:4][CH2:5][CH2:6][OH:7].[N-:8]=[N+:9]=[N-:10].[Na+]. Product: [N:8]([CH2:2][CH2:3][O:4][CH2:5][CH2:6][OH:7])=[N+:9]=[N-:10]. The catalyst class is: 6. (6) Reactant: [C:1](Cl)(=[O:3])C.[F-:5].C([N+:10]([CH2:19][CH2:20][CH2:21]C)([CH2:15][CH2:16][CH2:17]C)CCCC)CCC.O.[O:24]1[CH2:28][CH2:27][CH2:26][CH2:25]1. Product: [CH3:1][O:3][C:28]([C:27]1[C:16]([CH3:17])=[C:15]2[C:21]([CH:20]=[CH:19][NH:10]2)=[CH:25][C:26]=1[F:5])=[O:24]. The catalyst class is: 17.